From a dataset of Forward reaction prediction with 1.9M reactions from USPTO patents (1976-2016). Predict the product of the given reaction. Given the reactants [Cl:1][C:2]1[CH:7]=[CH:6][C:5]([N:8]2[C:17](=[O:18])[C:16]3[C:11](=[CH:12][C:13]([C:19]([O:21][CH3:22])=[O:20])=[CH:14][CH:15]=3)[NH:10][C:9]2=O)=[CH:4][CH:3]=1.P(Cl)(Cl)([Cl:26])=O.C(N(CC)C(C)C)(C)C, predict the reaction product. The product is: [Cl:26][C:9]1[N:8]([C:5]2[CH:6]=[CH:7][C:2]([Cl:1])=[CH:3][CH:4]=2)[C:17](=[O:18])[C:16]2[C:11](=[CH:12][C:13]([C:19]([O:21][CH3:22])=[O:20])=[CH:14][CH:15]=2)[N:10]=1.